Dataset: Peptide-MHC class I binding affinity with 185,985 pairs from IEDB/IMGT. Task: Regression. Given a peptide amino acid sequence and an MHC pseudo amino acid sequence, predict their binding affinity value. This is MHC class I binding data. (1) The peptide sequence is LTAAVLMLV. The MHC is HLA-A02:03 with pseudo-sequence HLA-A02:03. The binding affinity (normalized) is 0.772. (2) The peptide sequence is RPRLWRSVI. The MHC is HLA-A26:01 with pseudo-sequence HLA-A26:01. The binding affinity (normalized) is 0.0847. (3) The peptide sequence is FPRIGTAVF. The MHC is HLA-C04:01 with pseudo-sequence HLA-C04:01. The binding affinity (normalized) is 0.213. (4) The peptide sequence is SHYSHNPKL. The MHC is HLA-B15:01 with pseudo-sequence HLA-B15:01. The binding affinity (normalized) is 0.0847. (5) The peptide sequence is KVDDTFYYV. The MHC is HLA-A69:01 with pseudo-sequence HLA-A69:01. The binding affinity (normalized) is 0.936. (6) The peptide sequence is ALYRRIQRR. The MHC is HLA-B35:01 with pseudo-sequence HLA-B35:01. The binding affinity (normalized) is 0. (7) The binding affinity (normalized) is 0.0847. The peptide sequence is AYMDRKSFK. The MHC is HLA-B35:01 with pseudo-sequence HLA-B35:01. (8) The peptide sequence is TLLVVMGTLV. The MHC is HLA-A02:01 with pseudo-sequence HLA-A02:01. The binding affinity (normalized) is 0.457. (9) The peptide sequence is GDRGFAAPQF. The MHC is Mamu-B01 with pseudo-sequence Mamu-B01. The binding affinity (normalized) is 0.